Dataset: Full USPTO retrosynthesis dataset with 1.9M reactions from patents (1976-2016). Task: Predict the reactants needed to synthesize the given product. The reactants are: [CH3:1][C:2]1[CH:10]=[CH:9][C:8]([N+:11]([O-:13])=[O:12])=[CH:7][C:3]=1[C:4]([OH:6])=[O:5].[C:14](=O)([O-])[O-].[K+].[K+].CI. Given the product [CH3:1][C:2]1[CH:10]=[CH:9][C:8]([N+:11]([O-:13])=[O:12])=[CH:7][C:3]=1[C:4]([O:6][CH3:14])=[O:5], predict the reactants needed to synthesize it.